Dataset: Reaction yield outcomes from USPTO patents with 853,638 reactions. Task: Predict the reaction yield, written as a fraction of the theoretical maximum amount of product (1.0 means a 100% yield; for example, 0.34 means a 34% yield). (1) The reactants are C(=O)([O-])[O-].[K+].[K+].[CH:7]1([CH2:12][C:13]([C:15]2[CH:20]=[CH:19][C:18]([OH:21])=[C:17]([CH3:22])[C:16]=2[OH:23])=[O:14])[CH2:11][CH2:10][CH2:9][CH2:8]1.[C:24]([C:26]1[CH:33]=[CH:32][C:29]([CH2:30]Br)=[CH:28][CH:27]=1)#[N:25]. The catalyst is CC(C)=O. The product is [CH:7]1([CH2:12][C:13]([C:15]2[CH:20]=[CH:19][C:18]([O:21][CH2:30][C:29]3[CH:32]=[CH:33][C:26]([C:24]#[N:25])=[CH:27][CH:28]=3)=[C:17]([CH3:22])[C:16]=2[OH:23])=[O:14])[CH2:11][CH2:10][CH2:9][CH2:8]1. The yield is 0.610. (2) The reactants are O.C1(C)C=CC(S(O)(=O)=O)=CC=1.[CH3:13][S:14]([C:17]1[CH:18]=[N:19][CH:20]=[C:21]([C:23]#[C:24][C:25](OCC)([O:29]CC)[O:26][CH2:27][CH3:28])[CH:22]=1)(=[O:16])=[O:15]. The catalyst is C1(C)C=CC=CC=1. The product is [CH2:27]([O:26][C:25](=[O:29])[C:24]#[C:23][C:21]1[CH:20]=[N:19][CH:18]=[C:17]([S:14]([CH3:13])(=[O:15])=[O:16])[CH:22]=1)[CH3:28]. The yield is 0.530. (3) The product is [F:7][C:8]1([F:18])[CH2:13][N:12]2[C:14]([NH2:27])=[N:15][CH2:16][C:11]2=[N:10][CH2:9]1.[Br:19][C:20]1[CH:21]=[C:22]([CH:30]=[CH:31][C:32]=1[F:33])[CH2:23][C:24]1[CH:25]=[CH:26][N:27]=[CH:28][CH:29]=1. The yield is 0.540. The catalyst is CO. The reactants are C(OO)(C)(C)C.[F:7][C:8]1([F:18])[CH2:13][N:12]2[C:14](=S)[NH:15][CH2:16][C:11]2=[N:10][CH2:9]1.[Br:19][C:20]1[CH:21]=[C:22]([CH:30]=[CH:31][C:32]=1[F:33])[CH2:23][C:24]1[CH:29]=[CH:28][N:27]=[CH:26][CH:25]=1.N.